Dataset: Full USPTO retrosynthesis dataset with 1.9M reactions from patents (1976-2016). Task: Predict the reactants needed to synthesize the given product. (1) Given the product [NH2:13][C:12]1[CH:14]=[CH:15][C:9]([O:8][C:6]2[CH:5]=[CH:4][N:3]=[C:2]([C:24]3[CH:25]=[C:26]([C:36]([O:38][CH3:39])=[O:37])[N:27]([C:29]([O:31][C:32]([CH3:35])([CH3:34])[CH3:33])=[O:30])[CH:28]=3)[CH:7]=2)=[CH:10][CH:11]=1, predict the reactants needed to synthesize it. The reactants are: Cl[C:2]1[CH:7]=[C:6]([O:8][C:9]2[CH:15]=[CH:14][C:12]([NH2:13])=[CH:11][CH:10]=2)[CH:5]=[CH:4][N:3]=1.CC1(C)C(C)(C)OB([C:24]2[CH:25]=[C:26]([C:36]([O:38][CH3:39])=[O:37])[N:27]([C:29]([O:31][C:32]([CH3:35])([CH3:34])[CH3:33])=[O:30])[CH:28]=2)O1.C([O-])([O-])=O.[Na+].[Na+].O1CCOCC1. (2) Given the product [CH3:3][O:4][C:5]1[C:13]2[S:12][C:11]([C:14]([OH:16])=[O:15])=[CH:10][C:9]=2[CH:8]=[CH:7][CH:6]=1, predict the reactants needed to synthesize it. The reactants are: [OH-].[Na+].[CH3:3][O:4][C:5]1[C:13]2[S:12][C:11]([C:14]([O:16]CC)=[O:15])=[CH:10][C:9]=2[CH:8]=[CH:7][CH:6]=1.